Dataset: Forward reaction prediction with 1.9M reactions from USPTO patents (1976-2016). Task: Predict the product of the given reaction. (1) Given the reactants [Br:1][C:2]1[CH:8]=[CH:7][C:5]([NH2:6])=[C:4]([N+:9]([O-:11])=[O:10])[C:3]=1[CH3:12].[OH-].[K+], predict the reaction product. The product is: [Br:1][C:2]1[CH:8]=[CH:7][C:5]2[C:4]([C:3]=1[CH3:12])=[N+:9]([O-:11])[O:10][N:6]=2. (2) Given the reactants [C:1]([OH:9])(=[O:8])[CH:2]([CH2:4][C:5]([OH:7])=[O:6])[OH:3].C(=O)([O-])[O-:11].[Ca+2:14], predict the reaction product. The product is: [C:1]([OH:9])(=[O:8])[CH:2]([CH2:4][C:5]([OH:7])=[O:6])[OH:3].[C:1]([O:9][OH:11])(=[O:8])[CH:2]([CH2:4][C:5]([O-:7])=[O:6])[OH:3].[Ca+2:14].[Ca+2:14].[OH:11][O:8][C:1](=[O:9])[CH:2]([CH2:4][C:5]([O-:7])=[O:6])[OH:3].[OH:11][O:8][C:1](=[O:9])[CH:2]([CH2:4][C:5]([O-:7])=[O:6])[OH:3].[OH:11][O:8][C:1](=[O:9])[CH:2]([CH2:4][C:5]([O-:7])=[O:6])[OH:3]. (3) Given the reactants [Br:1][C:2]1[CH:3]=[C:4]([NH:9][CH:10]=[C:11]2[C:16](=[O:17])OC(C)(C)OC2=O)[CH:5]=[CH:6][C:7]=1[F:8], predict the reaction product. The product is: [Br:1][C:2]1[CH:3]=[C:4]2[C:5]([C:16]([OH:17])=[CH:11][CH:10]=[N:9]2)=[CH:6][C:7]=1[F:8]. (4) Given the reactants [NH:1]1[CH2:6][CH2:5][S:4][CH2:3][CH2:2]1.C(N(CC)CC)C.[C:14]([C:16]1[CH:21]=[CH:20][CH:19]=[CH:18][C:17]=1[S:22](Cl)(=[O:24])=[O:23])#[N:15], predict the reaction product. The product is: [S:4]1[CH2:5][CH2:6][N:1]([S:22]([C:17]2[CH:18]=[CH:19][CH:20]=[CH:21][C:16]=2[C:14]#[N:15])(=[O:24])=[O:23])[CH2:2][CH2:3]1. (5) Given the reactants CC(C1C=C(C(C)C)C(C2C=CC=CC=2P(C2CCCCC2)C2CCCCC2)=C(C(C)C)C=1)C.[F:35][C:36]1[CH:45]=[C:44]2[C:39]([C:40]([NH2:53])=[C:41]([CH3:52])[C:42]([C:46]3[CH:51]=[CH:50][CH:49]=[CH:48][N:47]=3)=[N:43]2)=[CH:38][CH:37]=1.Cl[C:55]1[N:60]=[C:59]([C:61]([NH:63][CH3:64])=[O:62])[CH:58]=[C:57]([N:65]2[CH2:70][CH2:69][O:68][CH2:67][CH2:66]2)[CH:56]=1.C(=O)([O-])[O-].[K+].[K+], predict the reaction product. The product is: [F:35][C:36]1[CH:45]=[C:44]2[C:39]([C:40]([NH:53][C:55]3[N:60]=[C:59]([C:61]([NH:63][CH3:64])=[O:62])[CH:58]=[C:57]([N:65]4[CH2:66][CH2:67][O:68][CH2:69][CH2:70]4)[CH:56]=3)=[C:41]([CH3:52])[C:42]([C:46]3[CH:51]=[CH:50][CH:49]=[CH:48][N:47]=3)=[N:43]2)=[CH:38][CH:37]=1. (6) Given the reactants [CH:1]1[C:10]2[C:5](=[CH:6][CH:7]=[CH:8][CH:9]=2)[CH:4]=[CH:3][CH:2]=1.O.[CH:12]1C2C(=CC=CC=2)C=C[CH:13]=1.CCCCCCC, predict the reaction product. The product is: [CH2:12]([C:9]1[C:10]2[C:5](=[CH:4][CH:3]=[CH:2][CH:1]=2)[CH:6]=[CH:7][CH:8]=1)[CH3:13].